The task is: Predict the product of the given reaction.. This data is from Forward reaction prediction with 1.9M reactions from USPTO patents (1976-2016). (1) Given the reactants [CH3:1][C@@H:2]1[CH2:6][CH2:5][CH2:4][NH:3]1.C(=O)([O-])[O-].[Cs+].[Cs+].Cl[CH2:14][CH2:15][CH2:16][CH2:17][O:18][C:19]1[CH:24]=[CH:23][C:22]([I:25])=[CH:21][CH:20]=1, predict the reaction product. The product is: [I:25][C:22]1[CH:23]=[CH:24][C:19]([O:18][CH2:17][CH2:16][CH2:15][CH2:14][N:3]2[CH2:4][CH2:5][CH2:6][C@H:2]2[CH3:1])=[CH:20][CH:21]=1. (2) Given the reactants [CH3:1][O:2][CH:3]1[CH2:8][CH2:7][CH:6]([C:9]2[NH:10][C:11]([C:15]3[CH:16]=[C:17]([CH:22]=[CH:23][C:24]=3[CH3:25])[C:18]([O:20]C)=[O:19])=[C:12]([CH3:14])[N:13]=2)[CH2:5][CH2:4]1.[OH-].[Na+], predict the reaction product. The product is: [CH3:1][O:2][CH:3]1[CH2:8][CH2:7][CH:6]([C:9]2[NH:10][C:11]([C:15]3[CH:16]=[C:17]([CH:22]=[CH:23][C:24]=3[CH3:25])[C:18]([OH:20])=[O:19])=[C:12]([CH3:14])[N:13]=2)[CH2:5][CH2:4]1. (3) Given the reactants Cl[C:2]1[C:10]2[NH:9][N:8]=[CH:7][C:6]=2[C:5]([NH:11][C:12]2[C:20]3[C:15](=[C:16]([Cl:21])[N:17]=[CH:18][CH:19]=3)[O:14][C:13]=2[C:22]2[N:27]=[CH:26][CH:25]=[CH:24][N:23]=2)=[CH:4][CH:3]=1.[NH4+:28], predict the reaction product. The product is: [Cl:21][C:16]1[N:17]=[CH:18][CH:19]=[C:20]2[C:12]([NH:11][C:5]3[C:6]4[CH:7]=[N:8][NH:9][C:10]=4[C:2]([NH2:28])=[CH:3][CH:4]=3)=[C:13]([C:22]3[N:23]=[CH:24][CH:25]=[CH:26][N:27]=3)[O:14][C:15]=12. (4) Given the reactants [H-].[Na+].[CH:3]([O:5][CH2:6][CH3:7])=[O:4].C([O:10][C:11](=O)[CH2:12][O:13][CH2:14][C:15]1[CH:20]=[CH:19][CH:18]=[CH:17][CH:16]=1)C, predict the reaction product. The product is: [CH2:14]([O:13][CH:12]([CH:11]=[O:10])[C:3]([O:5][CH2:6][CH3:7])=[O:4])[C:15]1[CH:20]=[CH:19][CH:18]=[CH:17][CH:16]=1. (5) Given the reactants [Cl:1][C:2]1[CH:3]=[C:4]([C:15](=[O:17])[CH3:16])[CH:5]=[C:6]([N:8]2[CH2:13][CH2:12][N:11]([CH3:14])[CH2:10][CH2:9]2)[CH:7]=1.[OH-].[K+].C([O:24][C:25](=[O:36])/[CH:26]=[CH:27]/[C:28]1[CH:33]=[CH:32][C:31]([CH:34]=O)=[CH:30][CH:29]=1)(C)(C)C, predict the reaction product. The product is: [Cl:1][C:2]1[CH:3]=[C:4]([C:15](=[O:17])/[CH:16]=[CH:34]/[C:31]2[CH:30]=[CH:29][C:28](/[CH:27]=[CH:26]/[C:25]([OH:36])=[O:24])=[CH:33][CH:32]=2)[CH:5]=[C:6]([N:8]2[CH2:9][CH2:10][N:11]([CH3:14])[CH2:12][CH2:13]2)[CH:7]=1. (6) The product is: [CH3:25][N:26]1[CH2:31][CH2:30][N:29]([C:2]2[CH:7]=[CH:6][N:5]=[C:4]([C:8]3[CH:13]=[C:12]([OH:14])[CH:11]=[C:10]([CH2:15][N:16]([CH3:24])[CH2:17][C:18]4[CH:23]=[CH:22][CH:21]=[CH:20][N:19]=4)[N:9]=3)[CH:3]=2)[CH2:28][CH2:27]1. Given the reactants Cl[C:2]1[CH:7]=[CH:6][N:5]=[C:4]([C:8]2[CH:13]=[C:12]([OH:14])[CH:11]=[C:10]([CH2:15][N:16]([CH3:24])[CH2:17][C:18]3[CH:23]=[CH:22][CH:21]=[CH:20][N:19]=3)[N:9]=2)[CH:3]=1.[CH3:25][N:26]1[CH2:31][CH2:30][NH:29][CH2:28][CH2:27]1, predict the reaction product. (7) The product is: [CH2:1]([N:5]1[C:14](=[O:15])[C:13]([C:16]([OH:21])=[O:18])=[C:12]2[C:7]([CH2:8][CH2:9][CH2:10][CH2:11]2)=[CH:6]1)[CH2:2][CH2:3][CH3:4]. Given the reactants [CH2:1]([N:5]1[C:14](=[O:15])[C:13]([C:16]#N)=[C:12]2[C:7]([CH2:8][CH2:9][CH2:10][CH2:11]2)=[CH:6]1)[CH2:2][CH2:3][CH3:4].[OH-:18].[K+].Cl.[OH2:21], predict the reaction product.